Dataset: Catalyst prediction with 721,799 reactions and 888 catalyst types from USPTO. Task: Predict which catalyst facilitates the given reaction. (1) Reactant: [CH3:1][C:2]1[CH:7]=[CH:6][CH:5]=[C:4]([CH3:8])[C:3]=1[C:9]1[NH:10][C:11]2[C:16]([CH:17]=1)=[CH:15][CH:14]=[C:13]([C:18](O)=[O:19])[CH:12]=2.[C:21]([C:25]1[CH:31]=[CH:30][C:28]([NH2:29])=[CH:27][CH:26]=1)([CH3:24])([CH3:23])[CH3:22].CN(C(ON1N=NC2C=CC=NC1=2)=[N+](C)C)C.F[P-](F)(F)(F)(F)F.C(OCC)(=O)C. Product: [C:21]([C:25]1[CH:26]=[CH:27][C:28]([NH:29][C:18]([C:13]2[CH:12]=[C:11]3[C:16]([CH:17]=[C:9]([C:3]4[C:4]([CH3:8])=[CH:5][CH:6]=[CH:7][C:2]=4[CH3:1])[NH:10]3)=[CH:15][CH:14]=2)=[O:19])=[CH:30][CH:31]=1)([CH3:24])([CH3:22])[CH3:23]. The catalyst class is: 3. (2) Reactant: [OH:1][C:2]([CH:5]1[N:14]2[C:9](=[CH:10][C:11](=[O:20])[C:12]([C:15]([O:17]CC)=[O:16])=[CH:13]2)[C:8]2[CH:21]=[C:22]([O:31][CH3:32])[C:23]([O:25][CH2:26][CH2:27][CH2:28][O:29][CH3:30])=[CH:24][C:7]=2[CH2:6]1)([CH3:4])[CH3:3].[Li+].[OH-].Cl. Product: [OH:1][C:2]([CH:5]1[N:14]2[C:9](=[CH:10][C:11](=[O:20])[C:12]([C:15]([OH:17])=[O:16])=[CH:13]2)[C:8]2[CH:21]=[C:22]([O:31][CH3:32])[C:23]([O:25][CH2:26][CH2:27][CH2:28][O:29][CH3:30])=[CH:24][C:7]=2[CH2:6]1)([CH3:3])[CH3:4]. The catalyst class is: 36. (3) Reactant: Cl[C:2]1[C:3]2[C:20]3[CH:21]=[CH:22][CH:23]=[CH:24][C:19]=3[S:18][C:4]=2[N:5]=[C:6]([C:8]2[CH:13]=[CH:12][C:11]([C:14]([O:16][CH3:17])=[O:15])=[CH:10][CH:9]=2)[N:7]=1.N1C2SC3CCCCC=3C=2C=NC=1.[S].P(Cl)(Cl)(Cl)=O.CNC.[Cl:47][C:48]1[CH:49]=[C:50]([CH:53]=[CH:54][C:55]=1[O:56][CH3:57])[CH2:51][NH2:52]. Product: [Cl:47][C:48]1[CH:49]=[C:50]([CH:53]=[CH:54][C:55]=1[O:56][CH3:57])[CH2:51][NH:52][C:2]1[C:3]2[C:20]3[CH:21]=[CH:22][CH:23]=[CH:24][C:19]=3[S:18][C:4]=2[N:5]=[C:6]([C:8]2[CH:9]=[CH:10][C:11]([C:14]([O:16][CH3:17])=[O:15])=[CH:12][CH:13]=2)[N:7]=1. The catalyst class is: 60. (4) Reactant: [CH2:1]([O:3][C:4]([C:6]1[NH:7][C:8]2[C:13]([CH:14]=1)=[CH:12][C:11]([OH:15])=[CH:10][CH:9]=2)=[O:5])[CH3:2].Cl[CH2:17][C:18]([N:20]([CH3:22])[CH3:21])=[O:19].C(=O)([O-])[O-].[Cs+].[Cs+]. Product: [CH2:1]([O:3][C:4]([C:6]1[NH:7][C:8]2[C:13]([CH:14]=1)=[CH:12][C:11]([O:15][CH2:17][C:18](=[O:19])[N:20]([CH3:22])[CH3:21])=[CH:10][CH:9]=2)=[O:5])[CH3:2]. The catalyst class is: 42.